This data is from Reaction yield outcomes from USPTO patents with 853,638 reactions. The task is: Predict the reaction yield, written as a fraction of the theoretical maximum amount of product (1.0 means a 100% yield; for example, 0.34 means a 34% yield). (1) The reactants are [Cl:1][C:2]1[CH:3]=[C:4]([C:8]2[N:12]=[C:11]([C@H:13]([OH:15])[CH3:14])[O:10][N:9]=2)[CH:5]=[CH:6][CH:7]=1.[CH3:16][N:17]1[C:21](S(C)(=O)=O)=[N:20][N:19]=[C:18]1[C:26]1[CH:31]=[CH:30][N:29]=[CH:28][CH:27]=1.C(=O)([O-])[O-].[Cs+].[Cs+]. The catalyst is O. The product is [Cl:1][C:2]1[CH:3]=[C:4]([C:8]2[N:12]=[C:11]([CH:13]([O:15][C:21]3[N:17]([CH3:16])[C:18]([C:26]4[CH:31]=[CH:30][N:29]=[CH:28][CH:27]=4)=[N:19][N:20]=3)[CH3:14])[O:10][N:9]=2)[CH:5]=[CH:6][CH:7]=1. The yield is 0.830. (2) The reactants are [Si:1]([O:8][CH2:9][C:10]1[C:11]([CH3:17])=[C:12]([NH2:16])[CH:13]=[CH:14][CH:15]=1)([C:4]([CH3:7])([CH3:6])[CH3:5])([CH3:3])[CH3:2].[Cl:18]N1C(=O)CCC1=O.CCCCCC. The catalyst is O1CCCC1. The product is [Si:1]([O:8][CH2:9][C:10]1[C:11]([CH3:17])=[C:12]([NH2:16])[C:13]([Cl:18])=[CH:14][CH:15]=1)([C:4]([CH3:7])([CH3:6])[CH3:5])([CH3:2])[CH3:3]. The yield is 0.170. (3) The reactants are [Li]CCCC.[CH3:6][CH:7]1[CH2:15][C:14]2[C:9](=[CH:10][CH:11]=[CH:12][CH:13]=2)[C:8]1=O.Br[C:18]1[CH:27]=[CH:26][C:25]2[C:20](=[CH:21][CH:22]=[CH:23][CH:24]=2)[N:19]=1.Cl.N. The catalyst is C1COCC1. The product is [N:19]1[C:20]2[C:25](=[CH:24][CH:23]=[CH:22][C:21]=2[CH:8]2[C:9]3[C:14](=[CH:13][CH:12]=[CH:11][CH:10]=3)[CH:15]=[C:7]2[CH3:6])[CH:26]=[CH:27][CH:18]=1. The yield is 0.450. (4) The reactants are [CH3:1][C:2]1[CH:11]=[CH:10][CH:9]=[C:8]2[C:3]=1[C:4](=[O:46])[N:5]([C:32]1[CH:33]=[C:34](OS(C(F)(F)F)(=O)=O)[CH:35]=[CH:36][CH:37]=1)[C:6]([CH:12]([NH:14][C:15]1[N:23]=[CH:22][N:21]=[C:20]3[C:16]=1[N:17]=[CH:18][N:19]3[CH2:24][O:25][CH2:26][CH2:27][Si:28]([CH3:31])([CH3:30])[CH3:29])[CH3:13])=[N:7]2.C(N(CC)CC)C.[CH3:54][Si:55]([C:58]#[CH:59])([CH3:57])[CH3:56]. The catalyst is Cl[Pd](Cl)([P](C1C=CC=CC=1)(C1C=CC=CC=1)C1C=CC=CC=1)[P](C1C=CC=CC=1)(C1C=CC=CC=1)C1C=CC=CC=1.CN(C=O)C. The product is [CH3:1][C:2]1[CH:11]=[CH:10][CH:9]=[C:8]2[C:3]=1[C:4](=[O:46])[N:5]([C:32]1[CH:37]=[CH:36][CH:35]=[C:34]([C:59]#[C:58][Si:55]([CH3:57])([CH3:56])[CH3:54])[CH:33]=1)[C:6]([CH:12]([NH:14][C:15]1[N:23]=[CH:22][N:21]=[C:20]3[C:16]=1[N:17]=[CH:18][N:19]3[CH2:24][O:25][CH2:26][CH2:27][Si:28]([CH3:29])([CH3:31])[CH3:30])[CH3:13])=[N:7]2. The yield is 0.630. (5) The reactants are [NH2:1][C:2]1[N:7]=[CH:6][N:5]=[C:4]2[N:8]([CH:32]3[CH2:36][CH2:35][NH:34][CH2:33]3)[N:9]=[C:10]([C:11]3[CH:16]=[CH:15][C:14]([NH:17][C:18]([C:20]4[N:21]([CH3:29])[C:22]5[C:27]([CH:28]=4)=[CH:26][CH:25]=[CH:24][CH:23]=5)=[O:19])=[C:13]([O:30][CH3:31])[CH:12]=3)[C:3]=12.[CH3:37][C:38]1[C:42]([CH:43]=O)=[CH:41][NH:40][N:39]=1.C(O[BH-](OC(=O)C)OC(=O)C)(=O)C.[Na+].[OH-].[Na+]. The catalyst is ClC(Cl)C. The product is [NH2:1][C:2]1[N:7]=[CH:6][N:5]=[C:4]2[N:8]([CH:32]3[CH2:36][CH2:35][N:34]([CH2:43][C:42]4[C:38]([CH3:37])=[N:39][NH:40][CH:41]=4)[CH2:33]3)[N:9]=[C:10]([C:11]3[CH:16]=[CH:15][C:14]([NH:17][C:18]([C:20]4[N:21]([CH3:29])[C:22]5[C:27]([CH:28]=4)=[CH:26][CH:25]=[CH:24][CH:23]=5)=[O:19])=[C:13]([O:30][CH3:31])[CH:12]=3)[C:3]=12. The yield is 0.440. (6) The reactants are [Br:1]N1C(=O)CCC1=O.[CH3:9][C:10]1[C:15]2[C:16](=[O:19])[CH2:17][O:18][C:14]=2[C:13]([CH3:20])=[C:12]([CH3:21])[CH:11]=1. The catalyst is C(Cl)Cl. The product is [Br:1][C:11]1[C:12]([CH3:21])=[C:13]([CH3:20])[C:14]2[O:18][CH2:17][C:16](=[O:19])[C:15]=2[C:10]=1[CH3:9]. The yield is 0.800. (7) The reactants are [C:1]([NH:9][C:10]1[C:30]([C:31]#[C:32][CH2:33][NH:34][C:35](=[O:40])[C:36]([F:39])([F:38])[F:37])=[CH:29][N:13]([C@@H:14]2[O:28][C@H:18]([CH2:19][O:20][Si:21]([C:24]([CH3:27])([CH3:26])[CH3:25])([CH3:23])[CH3:22])[C@@H:16]([OH:17])[CH2:15]2)[C:12](=[O:41])[N:11]=1)(=[O:8])[C:2]1[CH:7]=[CH:6][CH:5]=[CH:4][CH:3]=1.C(O)(=O)C.C(OC(=O)C)(=O)C.C([O-])(O)=O.[Na+].[CH3:58][S:59]([CH3:61])=O. No catalyst specified. The product is [C:1]([NH:9][C:10]1[C:30]([C:31]#[C:32][CH2:33][NH:34][C:35](=[O:40])[C:36]([F:37])([F:38])[F:39])=[CH:29][N:13]([C@@H:14]2[O:28][C@H:18]([CH2:19][O:20][Si:21]([C:24]([CH3:27])([CH3:26])[CH3:25])([CH3:22])[CH3:23])[C@@H:16]([O:17][CH2:58][S:59][CH3:61])[CH2:15]2)[C:12](=[O:41])[N:11]=1)(=[O:8])[C:2]1[CH:3]=[CH:4][CH:5]=[CH:6][CH:7]=1. The yield is 0.500. (8) The reactants are [CH3:1][N+:2]#[C-:3].[Li]CCCC.CCCCCC.[CH3:15][C:16]([C:21]1[CH:26]=[CH:25][CH:24]=[CH:23][CH:22]=1)([CH3:20])[C:17](Cl)=[O:18].[Na+].[Cl-]. The catalyst is C1COCC1. The product is [CH3:20][C:16]([C:17]1[O:18][CH:1]=[N:2][CH:3]=1)([C:21]1[CH:26]=[CH:25][CH:24]=[CH:23][CH:22]=1)[CH3:15]. The yield is 0.540. (9) The reactants are O.[OH-].[Li+].[CH3:4][N:5]1[CH:9]=[C:8]([C:10]2[N:15]=[C:14]([C:16]3[CH:17]=[N:18][N:19]([CH:21]([CH2:27][C:28]([O:30]C)=[O:29])[CH2:22][C:23]([O:25]C)=[O:24])[CH:20]=3)[N:13]3[CH:32]=[CH:33][N:34]=[C:12]3[CH:11]=2)[CH:7]=[N:6]1. The catalyst is O.CO. The product is [CH3:4][N:5]1[CH:9]=[C:8]([C:10]2[N:15]=[C:14]([C:16]3[CH:17]=[N:18][N:19]([CH:21]([CH2:27][C:28]([OH:30])=[O:29])[CH2:22][C:23]([OH:25])=[O:24])[CH:20]=3)[N:13]3[CH:32]=[CH:33][N:34]=[C:12]3[CH:11]=2)[CH:7]=[N:6]1. The yield is 0.650. (10) The reactants are [CH:1]1([C:4]2[CH:5]=[N:6][N:7]([CH3:17])[C:8]=2[C:9]2[CH:10]=[C:11]([C:14]([OH:16])=O)[S:12][CH:13]=2)[CH2:3][CH2:2]1.[NH2:18][C@@H:19]([CH2:32][C:33]1[CH:38]=[CH:37][CH:36]=[CH:35][C:34]=1[C:39]([F:42])([F:41])[F:40])[CH2:20][N:21]1[C:29](=[O:30])[C:28]2[C:23](=[CH:24][CH:25]=[CH:26][CH:27]=2)[C:22]1=[O:31].C1CN([P+](Br)(N2CCCC2)N2CCCC2)CC1.F[P-](F)(F)(F)(F)F.CCN(C(C)C)C(C)C. The catalyst is C(Cl)(Cl)Cl. The product is [CH:1]1([C:4]2[CH:5]=[N:6][N:7]([CH3:17])[C:8]=2[C:9]2[CH:10]=[C:11]([C:14]([NH:18][C@@H:19]([CH2:32][C:33]3[CH:38]=[CH:37][CH:36]=[CH:35][C:34]=3[C:39]([F:42])([F:40])[F:41])[CH2:20][N:21]3[C:29](=[O:30])[C:28]4[C:23](=[CH:24][CH:25]=[CH:26][CH:27]=4)[C:22]3=[O:31])=[O:16])[S:12][CH:13]=2)[CH2:2][CH2:3]1. The yield is 0.660.